Predict which catalyst facilitates the given reaction. From a dataset of Catalyst prediction with 721,799 reactions and 888 catalyst types from USPTO. Reactant: [CH3:1][O:2][C:3]1[CH:8]=[CH:7][C:6]([C:9]([N:11]2[CH2:16][CH2:15][NH:14][CH2:13][CH2:12]2)=[O:10])=[CH:5][C:4]=1[CH2:17][CH2:18][N:19]1[CH2:24][CH2:23][CH:22]([N:25]2[C:33]3[C:28](=[CH:29][CH:30]=[C:31]([C:34]([NH2:36])=[O:35])[CH:32]=3)[CH:27]=[CH:26]2)[CH2:21][CH2:20]1.C=O.[C:39]([BH3-])#N.[Na+].C(=O)(O)[O-].[Na+]. Product: [CH3:1][O:2][C:3]1[CH:8]=[CH:7][C:6]([C:9]([N:11]2[CH2:16][CH2:15][N:14]([CH3:39])[CH2:13][CH2:12]2)=[O:10])=[CH:5][C:4]=1[CH2:17][CH2:18][N:19]1[CH2:20][CH2:21][CH:22]([N:25]2[C:33]3[C:28](=[CH:29][CH:30]=[C:31]([C:34]([NH2:36])=[O:35])[CH:32]=3)[CH:27]=[CH:26]2)[CH2:23][CH2:24]1. The catalyst class is: 477.